From a dataset of Reaction yield outcomes from USPTO patents with 853,638 reactions. Predict the reaction yield, written as a fraction of the theoretical maximum amount of product (1.0 means a 100% yield; for example, 0.34 means a 34% yield). (1) The reactants are [C:1]([O:5][C:6]([N:8]1[C@@H:12]([CH:13]=O)[CH2:11][O:10][C:9]1([CH3:16])[CH3:15])=[O:7])([CH3:4])([CH3:3])[CH3:2].C1(P(C2C=CC=CC=2)C2C=CC=CC=2)C=CC=CC=1.[C:36](Br)(Br)([Br:38])[Br:37]. The catalyst is ClCCl. The product is [C:1]([O:5][C:6]([N:8]1[C@@H:12]([CH:13]=[C:36]([Br:38])[Br:37])[CH2:11][O:10][C:9]1([CH3:16])[CH3:15])=[O:7])([CH3:4])([CH3:3])[CH3:2]. The yield is 0.920. (2) The reactants are Br.[NH2:2][CH2:3][CH2:4][Br:5].[C:6](O[C:6]([O:8][C:9]([CH3:12])([CH3:11])[CH3:10])=[O:7])([O:8][C:9]([CH3:12])([CH3:11])[CH3:10])=[O:7].C(OCC)C.C(=O)([O-])O.[Na+]. The yield is 0.920. The catalyst is O. The product is [C:9]([O:8][C:6]([NH:2][CH2:3][CH2:4][Br:5])=[O:7])([CH3:12])([CH3:11])[CH3:10]. (3) The reactants are [Cl:1][C:2]1[CH:7]=[CH:6][CH:5]=[CH:4][C:3]=1[C:8]1([CH3:14])[CH2:13][CH2:12][NH:11][CH2:10][CH2:9]1.Br[CH2:16][CH2:17][CH:18]=[C:19]1[C:25]2[CH:26]=[CH:27][CH:28]=[N:29][C:24]=2[CH2:23][O:22][C:21]2[CH:30]=[CH:31][C:32]([C:34]([OH:37])([CH3:36])[CH3:35])=[CH:33][C:20]1=2.[I-].[K+]. The catalyst is C(O)(C)C. The product is [Cl:1][C:2]1[CH:7]=[CH:6][CH:5]=[CH:4][C:3]=1[C:8]1([CH3:14])[CH2:9][CH2:10][N:11]([CH2:16][CH2:17][CH:18]=[C:19]2[C:25]3[CH:26]=[CH:27][CH:28]=[N:29][C:24]=3[CH2:23][O:22][C:21]3[CH:30]=[CH:31][C:32]([C:34]([OH:37])([CH3:36])[CH3:35])=[CH:33][C:20]2=3)[CH2:12][CH2:13]1. The yield is 0.250. (4) The reactants are [F:1][C:2]([F:12])([F:11])[C:3]([C:5]1[CH:10]=[CH:9][CH:8]=[CH:7][CH:6]=1)=[O:4].Cl.[C:14]([O:17][CH2:18][CH3:19])(=[O:16])[CH3:15]. The catalyst is O1CCCC1. The product is [F:1][C:2]([F:11])([F:12])[C:3]([OH:4])([C:5]1[CH:10]=[CH:9][CH:8]=[CH:7][CH:6]=1)[CH2:15][C:14]([O:17][CH2:18][CH3:19])=[O:16]. The yield is 0.970. (5) The reactants are Br[C:2]1[CH:7]=[CH:6][C:5]([C@@H:8]([OH:13])[C:9]([F:12])([F:11])[F:10])=[CH:4][CH:3]=1.[CH3:14][O:15][C:16]1[CH:17]=[C:18](B(O)O)[CH:19]=[CH:20][CH:21]=1.C(=O)([O-])[O-].[K+].[K+]. The catalyst is C(O)C.O.Cl[Pd](Cl)([P](C1C=CC=CC=1)(C1C=CC=CC=1)C1C=CC=CC=1)[P](C1C=CC=CC=1)(C1C=CC=CC=1)C1C=CC=CC=1. The product is [F:10][C:9]([F:12])([F:11])[C@@H:8]([C:5]1[CH:6]=[CH:7][C:2]([C:20]2[CH:19]=[CH:18][CH:17]=[C:16]([O:15][CH3:14])[CH:21]=2)=[CH:3][CH:4]=1)[OH:13]. The yield is 0.890.